Dataset: Full USPTO retrosynthesis dataset with 1.9M reactions from patents (1976-2016). Task: Predict the reactants needed to synthesize the given product. (1) Given the product [Cl:1][C:2]1[CH:3]=[CH:4][C:5]2[N:11]3[CH:12]=[CH:13][CH:14]=[C:10]3[C@@H:9]([CH2:15][CH2:16][N:17]3[CH:21]=[C:20]([C:22]([OH:24])=[O:23])[N:19]=[N:18]3)[O:8][C@H:7]([C:27]3[CH:32]=[CH:31][CH:30]=[C:29]([O:33][CH3:34])[C:28]=3[O:35][CH3:36])[C:6]=2[CH:37]=1, predict the reactants needed to synthesize it. The reactants are: [Cl:1][C:2]1[CH:3]=[CH:4][C:5]2[N:11]3[CH:12]=[CH:13][CH:14]=[C:10]3[C@@H:9]([CH2:15][CH2:16][N:17]3[CH:21]=[C:20]([C:22]([O:24]CC)=[O:23])[N:19]=[N:18]3)[O:8][C@H:7]([C:27]3[CH:32]=[CH:31][CH:30]=[C:29]([O:33][CH3:34])[C:28]=3[O:35][CH3:36])[C:6]=2[CH:37]=1.C(=O)([O-])[O-].[K+].[K+]. (2) The reactants are: C([NH:4][C:5]1[N:14]=[C:13]2[C:8]([C:9](=[O:28])[CH:10]=[C:11]([NH:21][C:22]3[CH:27]=[CH:26][CH:25]=[CH:24][CH:23]=3)[N:12]2[C:15]2[CH:20]=[CH:19][CH:18]=[CH:17][CH:16]=2)=[C:7]([CH3:29])[CH:6]=1)C=C.CS(O)(=O)=O. Given the product [NH2:4][C:5]1[N:14]=[C:13]2[C:8]([C:9](=[O:28])[CH:10]=[C:11]([NH:21][C:22]3[CH:23]=[CH:24][CH:25]=[CH:26][CH:27]=3)[N:12]2[C:15]2[CH:20]=[CH:19][CH:18]=[CH:17][CH:16]=2)=[C:7]([CH3:29])[CH:6]=1, predict the reactants needed to synthesize it. (3) Given the product [N:54]1([CH2:60][CH2:61][O:62][C:63]2[CH:64]=[C:65]3[C:71]([CH2:25][C:22]4[CH:23]=[CH:24][C:19]([NH:7][CH2:8][C:9]5[CH:10]=[CH:11][C:12]([C:15]([F:16])([F:17])[F:18])=[CH:13][CH:14]=5)=[N:20][CH:21]=4)=[CH:70][NH:69][C:66]3=[N:67][CH:68]=2)[CH2:55][CH2:56][O:57][CH2:58][CH2:59]1, predict the reactants needed to synthesize it. The reactants are: C(OC(=O)[N:7]([C:19]1[CH:24]=[CH:23][C:22]([CH:25]=O)=[CH:21][N:20]=1)[CH2:8][C:9]1[CH:14]=[CH:13][C:12]([C:15]([F:18])([F:17])[F:16])=[CH:11][CH:10]=1)(C)(C)C.BrC1C=C2C(CC3C=CC(NCC4C=CC(Cl)=CC=4)=NC=3)=CNC2=NC=1.[N:54]1([CH2:60][CH2:61][O:62][C:63]2[CH:64]=[C:65]3[CH:71]=[CH:70][NH:69][C:66]3=[N:67][CH:68]=2)[CH2:59][CH2:58][O:57][CH2:56][CH2:55]1.N1C2C(=CC=CC=2)C=N1.COC1C=C2C(=NC=1)NC=C2.ClC1C=C2C(=NC=1)NC=C2. (4) Given the product [C:19]([Si:16]([CH3:18])([CH3:17])[O:1][CH:2]([CH3:10])[C:3]([N:5]1[CH2:9][CH2:8][CH2:7][CH2:6]1)=[O:4])([CH3:22])([CH3:21])[CH3:20], predict the reactants needed to synthesize it. The reactants are: [OH:1][CH:2]([CH3:10])[C:3]([N:5]1[CH2:9][CH2:8][CH2:7][CH2:6]1)=[O:4].N1C=CN=C1.[Si:16](Cl)([C:19]([CH3:22])([CH3:21])[CH3:20])([CH3:18])[CH3:17]. (5) Given the product [Cl:11][C:12]1[C:13]([F:20])=[C:14](/[CH:15]=[C:6](/[C:5]2[CH:9]=[CH:10][C:2]([Cl:1])=[CH:3][CH:4]=2)\[C:7]#[N:8])[CH:17]=[CH:18][CH:19]=1, predict the reactants needed to synthesize it. The reactants are: [Cl:1][C:2]1[CH:10]=[CH:9][C:5]([CH2:6][C:7]#[N:8])=[CH:4][CH:3]=1.[Cl:11][C:12]1[C:13]([F:20])=[C:14]([CH:17]=[CH:18][CH:19]=1)[CH:15]=O.C[O-].[Na+]. (6) Given the product [ClH:40].[Cl:40][C:29]1[CH:28]=[C:27]([NH:26][C:24]2[C:25]3[N:17]([CH2:16][CH2:15][O:14][CH2:13][CH2:12][OH:11])[CH:18]=[CH:19][C:20]=3[N:21]=[CH:22][N:23]=2)[CH:32]=[CH:31][C:30]=1[O:33][CH:34]1[CH2:35][CH2:36][N:37]([C:62]([NH:61][C:55]2[C:56]([F:60])=[CH:57][CH:58]=[CH:59][C:54]=2[F:53])=[O:63])[CH2:38][CH2:39]1, predict the reactants needed to synthesize it. The reactants are: Cl.Cl.C([O:11][CH2:12][CH2:13][O:14][CH2:15][CH2:16][N:17]1[C:25]2[C:24]([NH:26][C:27]3[CH:32]=[CH:31][C:30]([O:33][CH:34]4[CH2:39][CH2:38][NH:37][CH2:36][CH2:35]4)=[C:29]([Cl:40])[CH:28]=3)=[N:23][CH:22]=[N:21][C:20]=2[CH:19]=[CH:18]1)(=O)C1C=CC=CC=1.C(=O)([O-])[O-].[Na+].[Na+].C(OCC)(=O)C.[F:53][C:54]1[CH:59]=[CH:58][CH:57]=[C:56]([F:60])[C:55]=1[N:61]=[C:62]=[O:63].